From a dataset of Full USPTO retrosynthesis dataset with 1.9M reactions from patents (1976-2016). Predict the reactants needed to synthesize the given product. (1) Given the product [I-:26].[CH2:14]([O:13][C:12]([NH:11][C:8]([CH3:10])([CH3:9])[CH2:7][C:6]([N:5]([CH2:4][CH2:3][N+:2]([CH3:25])([CH3:1])[CH3:24])[CH3:23])=[O:22])=[O:21])[C:15]1[CH:20]=[CH:19][CH:18]=[CH:17][CH:16]=1, predict the reactants needed to synthesize it. The reactants are: [CH3:1][N:2]([CH3:24])[CH2:3][CH2:4][N:5]([CH3:23])[C:6](=[O:22])[CH2:7][C:8]([NH:11][C:12](=[O:21])[O:13][CH2:14][C:15]1[CH:20]=[CH:19][CH:18]=[CH:17][CH:16]=1)([CH3:10])[CH3:9].[CH3:25][I:26]. (2) Given the product [C:1]([C:4]1[CH:5]=[C:6]2[C:11](=[O:12])[N:15]([CH2:16][CH2:17][CH2:18][CH2:19][CH2:20][C:21]([OH:23])=[O:22])[C:8](=[O:10])[C:7]2=[CH:13][CH:14]=1)([OH:3])=[O:2], predict the reactants needed to synthesize it. The reactants are: [C:1]([C:4]1[CH:5]=[C:6]2[C:11](=[O:12])[O:10][C:8](=O)[C:7]2=[CH:13][CH:14]=1)([OH:3])=[O:2].[NH2:15][CH2:16][CH2:17][CH2:18][CH2:19][CH2:20][C:21]([OH:23])=[O:22]. (3) The reactants are: [CH3:1][C:2]1[S:11][C:5]2[CH2:6][NH:7][CH2:8][CH:9]([OH:10])[C:4]=2[CH:3]=1.[Cl:12][C:13]1[CH:14]=[C:15](F)[CH:16]=[CH:17][C:18]=1[Cl:19]. Given the product [ClH:12].[Cl:12][C:13]1[CH:14]=[C:15]([O:10][CH:9]2[CH2:8][NH:7][CH2:6][C:5]3[S:11][C:2]([CH3:1])=[CH:3][C:4]2=3)[CH:16]=[CH:17][C:18]=1[Cl:19], predict the reactants needed to synthesize it. (4) Given the product [N:14]1([C:2]2[CH:9]=[CH:8][C:5]([C:6]#[N:7])=[CH:4][C:3]=2[C:10]([F:13])([F:12])[F:11])[CH2:18][CH2:17][CH2:16][CH2:15]1, predict the reactants needed to synthesize it. The reactants are: Br[C:2]1[CH:9]=[CH:8][C:5]([C:6]#[N:7])=[CH:4][C:3]=1[C:10]([F:13])([F:12])[F:11].[NH:14]1[CH2:18][CH2:17][CH2:16][CH2:15]1. (5) Given the product [OH:1][C:2]1[C:3]([N+:24]([O-:26])=[O:25])=[C:4]([C:16]([C:18]2[CH:23]=[CH:22][CH:21]=[CH:20][CH:19]=2)=[O:17])[C:5]([C:10]2[N:14]=[C:13]([CH3:15])[O:12][N:11]=2)=[CH:6][C:7]=1[OH:8], predict the reactants needed to synthesize it. The reactants are: [OH:1][C:2]1[C:3]([N+:24]([O-:26])=[O:25])=[C:4]([C:16]([C:18]2[CH:23]=[CH:22][CH:21]=[CH:20][CH:19]=2)=[O:17])[C:5]([C:10]2[N:14]=[C:13]([CH3:15])[O:12][N:11]=2)=[CH:6][C:7]=1[O:8]C.C(OCC)(=O)C.[Cl-].[Al+3].[Cl-].[Cl-].Cl. (6) Given the product [Br:1][C:2]1[C:23]([Cl:24])=[CH:22][C:5]2[N:6]([CH2:9][C:10]3[CH:21]=[CH:20][C:13]4[N:14]=[C:15]([NH:25][C@@H:26]5[CH2:31][CH2:30][CH2:29][CH2:28][C@H:27]5[OH:32])[O:16][C:12]=4[CH:11]=3)[CH:7]=[N:8][C:4]=2[CH:3]=1, predict the reactants needed to synthesize it. The reactants are: [Br:1][C:2]1[C:23]([Cl:24])=[CH:22][C:5]2[N:6]([CH2:9][C:10]3[CH:21]=[CH:20][C:13]4[N:14]=[C:15](S(C)=O)[O:16][C:12]=4[CH:11]=3)[CH:7]=[N:8][C:4]=2[CH:3]=1.[NH2:25][C@@H:26]1[CH2:31][CH2:30][CH2:29][CH2:28][C@H:27]1[OH:32].CCN(C(C)C)C(C)C.O.